From a dataset of Peptide-MHC class II binding affinity with 134,281 pairs from IEDB. Regression. Given a peptide amino acid sequence and an MHC pseudo amino acid sequence, predict their binding affinity value. This is MHC class II binding data. (1) The peptide sequence is GGTVIRNPLSRNSTH. The MHC is HLA-DQA10103-DQB10603 with pseudo-sequence HLA-DQA10103-DQB10603. The binding affinity (normalized) is 0.230. (2) The peptide sequence is RAKDPPAGTRKIMKV. The MHC is HLA-DQA10201-DQB10303 with pseudo-sequence HLA-DQA10201-DQB10303. The binding affinity (normalized) is 0.